Dataset: Full USPTO retrosynthesis dataset with 1.9M reactions from patents (1976-2016). Task: Predict the reactants needed to synthesize the given product. (1) Given the product [CH3:20][O:19][C:17](=[O:18])[CH2:16][O:12][C:9]1[CH:4]=[CH:3][C:2]([I:1])=[CH:7][CH:6]=1, predict the reactants needed to synthesize it. The reactants are: [I:1][C:2]1[CH:3]=[CH:4]C=[C:6](O)[CH:7]=1.[C:9]([O-:12])([O-])=O.[K+].[K+].Br[CH2:16][C:17]([O:19][CH3:20])=[O:18].CCOC(C)=O. (2) The reactants are: [CH3:1][C:2]1[CH:3]=[C:4]([CH:8]=[C:9]([CH3:14])[C:10]=1[N+:11]([O-])=O)[C:5](O)=O.C(Cl)(=O)C(Cl)=O.[NH2:21][C:22]1[CH:30]=[C:29]([O:31][CH3:32])[CH:28]=[C:27]([O:33][CH3:34])[C:23]=1[C:24]([NH2:26])=[O:25].N1C=CC=CC=1. Given the product [NH2:11][C:10]1[C:2]([CH3:1])=[CH:3][C:4]([C:5]2[NH:26][C:24](=[O:25])[C:23]3[C:22](=[CH:30][C:29]([O:31][CH3:32])=[CH:28][C:27]=3[O:33][CH3:34])[N:21]=2)=[CH:8][C:9]=1[CH3:14], predict the reactants needed to synthesize it. (3) Given the product [N:2]1[CH:7]=[CH:6][C:5]([C:8]2[CH:16]=[CH:15][C:11]([C:12]([O:14][CH3:22])=[O:13])=[CH:10][CH:9]=2)=[CH:4][CH:3]=1, predict the reactants needed to synthesize it. The reactants are: Cl.[N:2]1[CH:7]=[CH:6][C:5]([C:8]2[CH:16]=[CH:15][C:11]([C:12]([OH:14])=[O:13])=[CH:10][CH:9]=2)=[CH:4][CH:3]=1.S(=O)(=O)(O)O.[CH3:22]O. (4) Given the product [CH3:1][O:2][C:3]([C:5]1[N:6]=[C:7]([NH:11][CH2:20][C:17]2[CH:16]=[CH:15][C:14]([C:13]([F:12])([F:22])[F:23])=[CH:19][CH:18]=2)[S:8][C:9]=1[CH3:10])=[O:4], predict the reactants needed to synthesize it. The reactants are: [CH3:1][O:2][C:3]([C:5]1[N:6]=[C:7]([NH2:11])[S:8][C:9]=1[CH3:10])=[O:4].[F:12][C:13]([F:23])([F:22])[C:14]1[CH:19]=[CH:18][C:17]([CH:20]=O)=[CH:16][CH:15]=1.CC(O)=O.C(O[BH-](OC(=O)C)OC(=O)C)(=O)C.[Na+]. (5) The reactants are: [CH3:1][O:2][C:3]1[CH:8]=[CH:7][C:6]([C:9]2[CH2:10][C@@H:11]([CH2:25][OH:26])[N:12]([S:15]([C:18]3[CH:23]=[CH:22][C:21]([CH3:24])=[CH:20][CH:19]=3)(=[O:17])=[O:16])[CH2:13][CH:14]=2)=[CH:5][CH:4]=1.B.[O:28]1CCCC1. Given the product [OH:26][CH2:25][C@H:11]1[N:12]([S:15]([C:18]2[CH:19]=[CH:20][C:21]([CH3:24])=[CH:22][CH:23]=2)(=[O:17])=[O:16])[CH2:13][C@H:14]([OH:28])[C@@H:9]([C:6]2[CH:5]=[CH:4][C:3]([O:2][CH3:1])=[CH:8][CH:7]=2)[CH2:10]1, predict the reactants needed to synthesize it. (6) Given the product [F:60][C:55]1[CH:56]=[CH:57][CH:58]=[C:59]2[C:54]=1[C:53](=[O:61])[N:52]([CH2:62][C:63]1[O:64][CH:65]=[CH:66][N:67]=1)[C:51]([CH3:68])=[C:50]2[C:43]([OH:44])=[O:46], predict the reactants needed to synthesize it. The reactants are: C1(P(C2C=CC=CC=2)C2C3OC4C(=CC=CC=4P(C4C=CC=CC=4)C4C=CC=CC=4)C(C)(C)C=3C=CC=2)C=CC=CC=1.[C:43](=[O:46])([O-])[O-:44].[Na+].[Na+].Br[C:50]1[C:59]2[C:54](=[C:55]([F:60])[CH:56]=[CH:57][CH:58]=2)[C:53](=[O:61])[N:52]([CH2:62][C:63]2[O:64][CH:65]=[CH:66][N:67]=2)[C:51]=1[CH3:68].C(O)C1C=CC=CC=1.C1(C)C=CC=CC=1. (7) Given the product [ClH:21].[NH2:8][CH:7]1[CH2:6][CH2:5][O:4][CH2:3][C:2]1([CH3:1])[C:17]([O:19][CH3:20])=[O:18], predict the reactants needed to synthesize it. The reactants are: [CH3:1][C:2]1([C:17]([O:19][CH3:20])=[O:18])[C@H:7]([NH:8][C@@H](C2C=CC=CC=2)C)[CH2:6][CH2:5][O:4][CH2:3]1.[ClH:21].